From a dataset of Reaction yield outcomes from USPTO patents with 853,638 reactions. Predict the reaction yield, written as a fraction of the theoretical maximum amount of product (1.0 means a 100% yield; for example, 0.34 means a 34% yield). (1) The reactants are C(O[C:6]([N:8]1[CH2:13][CH2:12][N:11]([C:14]2[C:18]3[CH:19]=[CH:20][CH:21]=[CH:22][C:17]=3[O:16][N:15]=2)[CH2:10][CH2:9]1)=O)(C)(C)C.FC(F)(F)C(O)=O.[O:30]1C[CH:31]1[CH2:33][N:34]1[C:42]2[CH2:41][CH2:40][N:39]([C:43](=[O:45])[CH3:44])[CH2:38][C:37]=2[C:36]([C:46]2[CH:51]=[CH:50][C:49]([C:52]([F:55])([F:54])[F:53])=[CH:48][CH:47]=2)=[N:35]1. The catalyst is C(Cl)Cl. The product is [O:16]1[C:17]2[CH:22]=[CH:21][CH:20]=[CH:19][C:18]=2[C:14]([N:11]2[CH2:10][CH2:9][N:8]([CH2:6][CH:31]([OH:30])[CH2:33][N:34]3[C:42]4[CH2:41][CH2:40][N:39]([C:43](=[O:45])[CH3:44])[CH2:38][C:37]=4[C:36]([C:46]4[CH:51]=[CH:50][C:49]([C:52]([F:55])([F:54])[F:53])=[CH:48][CH:47]=4)=[N:35]3)[CH2:13][CH2:12]2)=[N:15]1. The yield is 0.680. (2) The reactants are [NH2:1][C:2]1[N:7]=[CH:6][N:5]=[C:4]2[N:8]([C@H:22]([C:24]3[O:25][C:26]4[C:31]([C:32](=[O:41])[C:33]=3[C:34]3[CH:39]=[CH:38][CH:37]=[C:36]([F:40])[CH:35]=3)=[CH:30][C:29]([F:42])=[CH:28][CH:27]=4)[CH3:23])[N:9]=[C:10]([C:11]3[CH:16]=[CH:15][C:14]([O:17][CH:18]([CH3:20])[CH3:19])=[C:13]([F:21])[CH:12]=3)[C:3]=12.[S:43](=[O:47])(=[O:46])([OH:45])[OH:44]. The catalyst is C(O)(C)C. The product is [S:43]([OH:47])([OH:46])(=[O:45])=[O:44].[NH2:1][C:2]1[N:7]=[CH:6][N:5]=[C:4]2[N:8]([C@H:22]([C:24]3[O:25][C:26]4[C:31]([C:32](=[O:41])[C:33]=3[C:34]3[CH:39]=[CH:38][CH:37]=[C:36]([F:40])[CH:35]=3)=[CH:30][C:29]([F:42])=[CH:28][CH:27]=4)[CH3:23])[N:9]=[C:10]([C:11]3[CH:16]=[CH:15][C:14]([O:17][CH:18]([CH3:19])[CH3:20])=[C:13]([F:21])[CH:12]=3)[C:3]=12. The yield is 0.760. (3) The catalyst is CO. The product is [C:1]([O:5][C:6](=[O:12])[C@H:7]([CH:9]([CH3:10])[CH3:11])[NH:8][CH2:15][CH2:14][C:13]([O:17][CH3:18])=[O:16])([CH3:4])([CH3:3])[CH3:2]. The yield is 0.939. The reactants are [C:1]([O:5][C:6](=[O:12])[C@H:7]([CH:9]([CH3:11])[CH3:10])[NH2:8])([CH3:4])([CH3:3])[CH3:2].[C:13]([O:17][CH3:18])(=[O:16])[CH:14]=[CH2:15]. (4) The reactants are [Br:1][C:2]1[CH:3]=[C:4]2[N:10]([S:11]([C:14]3[CH:19]=[CH:18][CH:17]=[C:16]([F:20])[CH:15]=3)(=[O:13])=[O:12])[CH:9]=[C:8]([CH2:21][NH:22][CH3:23])[C:5]2=[N:6][CH:7]=1.C(N(CC)CC)C.[C:39](O[C:39]([O:41][C:42]([CH3:45])([CH3:44])[CH3:43])=[O:40])([O:41][C:42]([CH3:45])([CH3:44])[CH3:43])=[O:40].O. The catalyst is ClCCl. The product is [Br:1][C:2]1[CH:3]=[C:4]2[N:10]([S:11]([C:14]3[CH:19]=[CH:18][CH:17]=[C:16]([F:20])[CH:15]=3)(=[O:12])=[O:13])[CH:9]=[C:8]([CH2:21][N:22]([CH3:23])[C:39](=[O:40])[O:41][C:42]([CH3:43])([CH3:44])[CH3:45])[C:5]2=[N:6][CH:7]=1. The yield is 0.800. (5) The reactants are [Br:1][C:2]1[C:10]2[C:5](=[N:6][C:7]([NH:11][CH2:12][CH2:13][CH2:14][CH3:15])=[N:8][CH:9]=2)[NH:4][N:3]=1.[OH:16][C@H:17]1[CH2:22][CH2:21][C@H:20](Cl)[CH2:19][CH2:18]1.C([O-])([O-])=O.[K+].[K+]. The catalyst is CN(C=O)C. The product is [Br:1][C:2]1[C:10]2[C:5](=[N:6][C:7]([NH:11][CH2:12][CH2:13][CH2:14][CH3:15])=[N:8][CH:9]=2)[N:4]([C@H:20]2[CH2:21][CH2:22][C@H:17]([OH:16])[CH2:18][CH2:19]2)[N:3]=1. The yield is 0.820. (6) The reactants are [C:1]([O:5][C:6]([N:8]1[CH2:12][CH2:11][CH2:10][CH:9]1[CH2:13][NH2:14])=[O:7])([CH3:4])([CH3:3])[CH3:2].[Br:15][C:16]1[CH:24]=[CH:23][C:19]([C:20](O)=[O:21])=[CH:18][CH:17]=1.CN1CCOCC1.CN(C(ON1N=NC2C=CC=NC1=2)=[N+](C)C)C.F[P-](F)(F)(F)(F)F. The catalyst is CN(C=O)C. The product is [C:1]([O:5][C:6]([N:8]1[CH2:12][CH2:11][CH2:10][CH:9]1[CH2:13][NH:14][C:20](=[O:21])[C:19]1[CH:23]=[CH:24][C:16]([Br:15])=[CH:17][CH:18]=1)=[O:7])([CH3:4])([CH3:3])[CH3:2]. The yield is 1.00.